Dataset: Forward reaction prediction with 1.9M reactions from USPTO patents (1976-2016). Task: Predict the product of the given reaction. (1) Given the reactants [F:1][C@H:2]1[CH2:6][N:5](C(OC(C)(C)C)=O)[C@H:4]([C:14](=[O:34])[NH:15][CH2:16][C:17]2[CH:22]=[C:21]([C:23]3[CH:24]=[N:25][C:26]([C:29]([F:32])([F:31])[F:30])=[N:27][CH:28]=3)[CH:20]=[C:19]([CH3:33])[N:18]=2)[CH2:3]1.Cl, predict the reaction product. The product is: [F:1][C@H:2]1[CH2:6][NH:5][C@H:4]([C:14]([NH:15][CH2:16][C:17]2[CH:22]=[C:21]([C:23]3[CH:28]=[N:27][C:26]([C:29]([F:32])([F:31])[F:30])=[N:25][CH:24]=3)[CH:20]=[C:19]([CH3:33])[N:18]=2)=[O:34])[CH2:3]1. (2) Given the reactants [N:1]1[C:10]2[C:5](=[CH:6][C:7]([CH2:11][N:12]3[C:16]4=[N:17][C:18]([C:21](=[N:23][NH2:24])[NH2:22])=[CH:19][N:20]=[C:15]4[N:14]=[N:13]3)=[CH:8][CH:9]=2)[CH:4]=[CH:3][CH:2]=1.N1C2C(=CC(CN3C4=NC(C#N)=CN=C4N=N3)=CC=2)C=CC=1.Cl.[NH:48]([C:50](N)=[O:51])N, predict the reaction product. The product is: [NH2:22]/[C:21](/[C:18]1[N:17]=[C:16]2[N:12]([CH2:11][C:7]3[CH:6]=[C:5]4[C:10](=[CH:9][CH:8]=3)[N:1]=[CH:2][CH:3]=[CH:4]4)[N:13]=[N:14][C:15]2=[N:20][CH:19]=1)=[N:23]/[NH:24][C:50]([NH2:48])=[O:51]. (3) Given the reactants [CH3:1][C:2]([Si:5]([CH3:22])([CH3:21])[O:6][C@@H:7]1[CH2:11][N:10]([C:12]([O:14][C:15]([CH3:18])([CH3:17])[CH3:16])=[O:13])[C@@H:9]([CH2:19]O)[CH2:8]1)([CH3:4])[CH3:3].[C:36]1(P([C:36]2[CH:41]=[CH:40][CH:39]=[CH:38][CH:37]=2)[C:36]2[CH:41]=[CH:40][CH:39]=[CH:38][CH:37]=2)[CH:41]=[CH:40][CH:39]=[CH:38][CH:37]=1.[N:42]([C:49]([O:51]CC)=O)=NC(OCC)=O.C1C[O:57][CH2:56]C1, predict the reaction product. The product is: [CH3:3][C:2]([Si:5]([CH3:22])([CH3:21])[O:6][C@@H:7]1[CH2:11][N:10]([C:12]([O:14][C:15]([CH3:18])([CH3:16])[CH3:17])=[O:13])[C@@H:9]([CH2:19][N:42]2[C:49](=[O:51])[C:37]3[C:36](=[CH:41][CH:40]=[CH:39][CH:38]=3)[C:56]2=[O:57])[CH2:8]1)([CH3:1])[CH3:4]. (4) Given the reactants [F:1][C:2]1[C:3]([O:13][CH3:14])=[C:4]2[C:9](=[CH:10][CH:11]=1)[NH:8][CH:7]=[CH:6][C:5]2=[O:12].[Cl:15]N1C(=O)CCC1=O, predict the reaction product. The product is: [Cl:15][C:6]1[C:5](=[O:12])[C:4]2[C:9](=[CH:10][CH:11]=[C:2]([F:1])[C:3]=2[O:13][CH3:14])[NH:8][CH:7]=1. (5) Given the reactants Br[C:2]1[CH:3]=[C:4]([S:12]([NH:15][C@H:16]2[CH2:21][CH2:20][CH2:19][C@@H:18]([N:22]3[CH:26]=[N:25][N:24]=[CH:23]3)[CH2:17]2)(=[O:14])=[O:13])[CH:5]=[C:6]([C:8]([F:11])([F:10])[F:9])[CH:7]=1.[CH2:27]([O:31]C=C)[CH2:28]CC.C(N(CC)CC)C, predict the reaction product. The product is: [C:27]([C:2]1[CH:3]=[C:4]([S:12]([NH:15][C@H:16]2[CH2:21][CH2:20][CH2:19][C@@H:18]([N:22]3[CH:26]=[N:25][N:24]=[CH:23]3)[CH2:17]2)(=[O:14])=[O:13])[CH:5]=[C:6]([C:8]([F:11])([F:9])[F:10])[CH:7]=1)(=[O:31])[CH3:28]. (6) The product is: [Cl:20][C:21]1[N:22]=[C:23]([NH:1][C@H:2]([C:4]2[CH:5]=[C:6]([NH:10][C:11](=[O:19])[C:12]3[CH:17]=[CH:16][CH:15]=[C:14]([CH3:18])[CH:13]=3)[CH:7]=[N:8][CH:9]=2)[CH3:3])[CH:24]=[N:25][CH:26]=1. Given the reactants [NH2:1][C@H:2]([C:4]1[CH:5]=[C:6]([NH:10][C:11](=[O:19])[C:12]2[CH:17]=[CH:16][CH:15]=[C:14]([CH3:18])[CH:13]=2)[CH:7]=[N:8][CH:9]=1)[CH3:3].[Cl:20][C:21]1[CH:26]=[N:25][CH:24]=[C:23](Cl)[N:22]=1.C(=O)([O-])[O-].[K+].[K+], predict the reaction product. (7) Given the reactants [C:1](N1C=CN=C1)(N1C=CN=C1)=[O:2].N1C=CN=C1.[C:18]([N:21]1[C:29]2[C:24](=[CH:25][CH:26]=[C:27]([NH2:30])[CH:28]=2)[C:23]([CH3:32])([CH3:31])[CH2:22]1)(=[O:20])[CH3:19].Cl.[CH3:34][C:35]([C:38]([O:40]C)=O)([CH3:37])[NH2:36], predict the reaction product. The product is: [C:18]([N:21]1[C:29]2[C:24](=[CH:25][CH:26]=[C:27]([N:30]3[C:38](=[O:40])[C:35]([CH3:34])([CH3:37])[NH:36][C:1]3=[O:2])[CH:28]=2)[C:23]([CH3:32])([CH3:31])[CH2:22]1)(=[O:20])[CH3:19]. (8) Given the reactants [CH2:1]([O:3][C:4]([N:6]1[CH2:11][CH2:10][N:9]([C:12](=[O:42])[C@@H:13]([NH:22][C:23]([C:25]2[CH:34]=[C:33]([O:35][C@H:36]([C:38]([OH:40])=O)[CH3:37])[C:32]3[C:27](=[CH:28][C:29]([CH3:41])=[CH:30][CH:31]=3)[N:26]=2)=[O:24])[CH2:14][C:15]([O:17][C:18]([CH3:21])([CH3:20])[CH3:19])=[O:16])[CH2:8][CH2:7]1)=[O:5])[CH3:2].C(Cl)CCl.FC1C(O)=C(F)C(F)=C(F)C=1F.FC(F)(F)C(O)=O.[CH:66]1([NH:71][C:72]([C@@H:74]2[CH2:78][CH2:77][CH2:76][NH:75]2)=[O:73])[CH2:70][CH2:69][CH2:68][CH2:67]1, predict the reaction product. The product is: [CH2:1]([O:3][C:4]([N:6]1[CH2:7][CH2:8][N:9]([C:12](=[O:42])[C@@H:13]([NH:22][C:23]([C:25]2[CH:34]=[C:33]([O:35][C@@H:36]([CH3:37])[C:38]([N:75]3[CH2:76][CH2:77][CH2:78][C@H:74]3[C:72](=[O:73])[NH:71][CH:66]3[CH2:67][CH2:68][CH2:69][CH2:70]3)=[O:40])[C:32]3[C:27](=[CH:28][C:29]([CH3:41])=[CH:30][CH:31]=3)[N:26]=2)=[O:24])[CH2:14][C:15]([O:17][C:18]([CH3:20])([CH3:21])[CH3:19])=[O:16])[CH2:10][CH2:11]1)=[O:5])[CH3:2].